From a dataset of Reaction yield outcomes from USPTO patents with 853,638 reactions. Predict the reaction yield, written as a fraction of the theoretical maximum amount of product (1.0 means a 100% yield; for example, 0.34 means a 34% yield). (1) The reactants are [Cl:1][C:2]1[CH:3]=[C:4]([CH:9]([N:27]2[CH2:32][CH2:31][N:30](C(OC(C)(C)C)=O)[CH2:29][CH2:28]2)[CH2:10][O:11][CH2:12][C:13]2[C:22]3[C:17](=[CH:18][CH:19]=[CH:20][CH:21]=3)[CH:16]=[C:15]([C:23]#[N:24])[C:14]=2[O:25][CH3:26])[CH:5]=[CH:6][C:7]=1[F:8].C(O)(C(F)(F)F)=O. The catalyst is C(Cl)Cl. The product is [Cl:1][C:2]1[CH:3]=[C:4]([CH:9]([N:27]2[CH2:28][CH2:29][NH:30][CH2:31][CH2:32]2)[CH2:10][O:11][CH2:12][C:13]2[C:22]3[C:17](=[CH:18][CH:19]=[CH:20][CH:21]=3)[CH:16]=[C:15]([C:23]#[N:24])[C:14]=2[O:25][CH3:26])[CH:5]=[CH:6][C:7]=1[F:8]. The yield is 0.790. (2) The reactants are Cl[CH:2]([F:4])[F:3].[CH2:5]([O:7][C:8]([C:10]1[CH:14]=[C:13]([C:15]2[CH:20]=[CH:19][C:18]([O:21][C:22]([F:25])([F:24])[F:23])=[CH:17][CH:16]=2)[NH:12][N:11]=1)=[O:9])[CH3:6].C(=O)([O-])[O-].[K+].[K+]. The catalyst is CN(C)C=O. The product is [CH2:5]([O:7][C:8]([C:10]1[N:11]([CH:2]([F:4])[F:3])[N:12]=[C:13]([C:15]2[CH:20]=[CH:19][C:18]([O:21][C:22]([F:25])([F:24])[F:23])=[CH:17][CH:16]=2)[CH:14]=1)=[O:9])[CH3:6].[CH2:5]([O:7][C:8]([C:10]1[CH:14]=[C:13]([C:15]2[CH:20]=[CH:19][C:18]([O:21][C:22]([F:25])([F:24])[F:23])=[CH:17][CH:16]=2)[N:12]([CH:2]([F:4])[F:3])[N:11]=1)=[O:9])[CH3:6]. The yield is 0.120.